From a dataset of Forward reaction prediction with 1.9M reactions from USPTO patents (1976-2016). Predict the product of the given reaction. (1) Given the reactants Br[C:2]1[CH:7]=[C:6]([C:8]([CH3:11])([CH3:10])[CH3:9])[CH:5]=[C:4]([C:12]([CH3:15])([CH3:14])[CH3:13])[C:3]=1[O:16][CH2:17][O:18][CH3:19].C([Li])CCC.CN([CH:28]=[O:29])C.Cl, predict the reaction product. The product is: [C:12]([C:4]1[C:3]([O:16][CH2:17][O:18][CH3:19])=[C:2]([CH:7]=[C:6]([C:8]([CH3:11])([CH3:10])[CH3:9])[CH:5]=1)[CH:28]=[O:29])([CH3:15])([CH3:14])[CH3:13]. (2) Given the reactants C([O:8][CH2:9][C:10]([NH:12][C:13]1[CH:18]=[CH:17][C:16]([O:19][C:20](=[O:30])[CH2:21][O:22]CC2C=CC=CC=2)=[CH:15][CH:14]=1)=[O:11])C1C=CC=CC=1, predict the reaction product. The product is: [OH:22][CH2:21][C:20]([O:19][C:16]1[CH:15]=[CH:14][C:13]([NH:12][C:10](=[O:11])[CH2:9][OH:8])=[CH:18][CH:17]=1)=[O:30]. (3) Given the reactants FC1C(O[C:9]([C:11]2[N:12]([CH3:33])[C:13]3[C:21]([C:22]=2[Br:23])=[C:20]2[C:16]([C:17](=[O:25])[NH:18][C:19]2=[O:24])=[C:15]([C:26]2[CH:31]=[CH:30][CH:29]=[CH:28][C:27]=2[Cl:32])[CH:14]=3)=[O:10])=C(F)C(F)=C(F)C=1F.[NH2:38][CH2:39][CH2:40][N:41]([CH2:45][CH2:46][OH:47])[CH2:42][CH2:43][OH:44], predict the reaction product. The product is: [OH:44][CH2:43][CH2:42][N:41]([CH2:45][CH2:46][OH:47])[CH2:40][CH2:39][NH:38][C:9]([C:11]1[N:12]([CH3:33])[C:13]2[C:21]([C:22]=1[Br:23])=[C:20]1[C:16]([C:17](=[O:25])[NH:18][C:19]1=[O:24])=[C:15]([C:26]1[CH:31]=[CH:30][CH:29]=[CH:28][C:27]=1[Cl:32])[CH:14]=2)=[O:10]. (4) The product is: [CH3:1][O:2][C:3]1[CH:4]=[CH:5][C:6]([CH2:7][NH:8][C:9]2[N:14]=[C:13]([CH2:15][CH2:16][CH2:17][CH2:18][CH:19]([OH:32])[CH:20]=[CH:21][C:22]3[CH:31]=[N:30][C:29]4[C:24](=[CH:25][CH:26]=[CH:27][CH:28]=4)[N:23]=3)[CH:12]=[CH:11][CH:10]=2)=[CH:33][CH:34]=1. Given the reactants [CH3:1][O:2][C:3]1[CH:34]=[CH:33][C:6]([CH2:7][NH:8][C:9]2[N:14]=[C:13]([CH2:15][CH2:16][CH2:17][CH2:18][C:19](=[O:32])[CH:20]=[CH:21][C:22]3[CH:31]=[N:30][C:29]4[C:24](=[CH:25][CH:26]=[CH:27][CH:28]=4)[N:23]=3)[CH:12]=[CH:11][CH:10]=2)=[CH:5][CH:4]=1.[BH4-].[Na+], predict the reaction product. (5) The product is: [C:1]1(=[O:16])[NH:13][CH2:2][CH2:3][CH2:4][CH2:5][CH2:6][CH2:7][CH2:8][CH2:9][CH2:10][CH2:11][CH2:12]1. Given the reactants [C:1]1(=[N:13]O)[CH2:12][CH2:11][CH2:10][CH2:9][CH2:8][CH2:7][CH2:6][CH2:5][CH2:4][CH2:3][CH2:2]1.S(Cl)(Cl)=[O:16], predict the reaction product.